This data is from NCI-60 drug combinations with 297,098 pairs across 59 cell lines. The task is: Regression. Given two drug SMILES strings and cell line genomic features, predict the synergy score measuring deviation from expected non-interaction effect. Drug 1: CC12CCC(CC1=CCC3C2CCC4(C3CC=C4C5=CN=CC=C5)C)O. Drug 2: CC1C(C(CC(O1)OC2CC(CC3=C2C(=C4C(=C3O)C(=O)C5=CC=CC=C5C4=O)O)(C(=O)C)O)N)O. Cell line: MOLT-4. Synergy scores: CSS=39.5, Synergy_ZIP=0.000116, Synergy_Bliss=-2.51, Synergy_Loewe=-32.8, Synergy_HSA=-3.16.